Dataset: Reaction yield outcomes from USPTO patents with 853,638 reactions. Task: Predict the reaction yield, written as a fraction of the theoretical maximum amount of product (1.0 means a 100% yield; for example, 0.34 means a 34% yield). (1) The product is [Cl:37][C:38]([Cl:45])([Cl:44])[CH2:39][O:40][C:41](=[O:42])[NH:27][C:7]1[N:8]([C:10]2[CH:18]=[C:17]3[C:13]([CH:14]=[N:15][N:16]3[CH2:19][CH2:20][N:21]3[CH2:26][CH2:25][O:24][CH2:23][CH2:22]3)=[CH:12][CH:11]=2)[N:9]=[C:5]([C:1]([CH3:4])([CH3:2])[CH3:3])[CH:6]=1. The catalyst is C1COCC1. The yield is 0.990. The reactants are [C:1]([C:5]1[CH:6]=[C:7]([NH2:27])[N:8]([C:10]2[CH:18]=[C:17]3[C:13]([CH:14]=[N:15][N:16]3[CH2:19][CH2:20][N:21]3[CH2:26][CH2:25][O:24][CH2:23][CH2:22]3)=[CH:12][CH:11]=2)[N:9]=1)([CH3:4])([CH3:3])[CH3:2].CCN(C(C)C)C(C)C.[Cl:37][C:38]([Cl:45])([Cl:44])[CH2:39][O:40][C:41](Cl)=[O:42]. (2) The reactants are [Cl:1][C:2]1[CH:9]=[CH:8][C:5]([CH2:6]Cl)=[CH:4][CH:3]=1.[C:10]([CH2:13]C(=O)C)(=[O:12])[CH3:11].C([O-])([O-])=O.[K+].[K+]. The catalyst is C(O)C. The product is [Cl:1][C:2]1[CH:9]=[CH:8][C:5]([CH2:6][CH2:11][C:10](=[O:12])[CH3:13])=[CH:4][CH:3]=1. The yield is 0.670.